Dataset: Drug-target binding data from BindingDB using Ki measurements. Task: Regression. Given a target protein amino acid sequence and a drug SMILES string, predict the binding affinity score between them. We predict pKi (pKi = -log10(Ki in M); higher means stronger inhibition). Dataset: bindingdb_ki. (1) The small molecule is COc1ccc(NC(=O)NC[C@H]2O[C@@H](n3cc(C)c(=O)[nH]c3=O)C[C@@H]2O)cc1. The target protein sequence is MTDDKKKGKFIVFEGLDRSGKSTQSKLLVEYLKNNNVEVKHLYFPNRETGIGQIISKYLKMENSMSNETIHLLFSANRWEHMNEIKSLLLKGIWVVCDRYAYSGVAYSSGALNLNKTWCMNPDQGLIKPDVVFYLNVPPNYAQNRSDYGEEIYEKVETQKKIYETYKHFAHEDYWINIDATRKIEDIHNDIVKEVTKIKVEPEEFNFLWS. The pKi is 4.3. (2) The pKi is 8.6. The target protein (P16257) has sequence MSQSWVPAVGLTLVPSLGGFMGAYFVRGEGLRWYASLQKPSWHPPRWTLAPIWGTLYSAMGYGSYIIWKELGGFTEEAMVPLGLYTGQLALNWAWPPIFFGARQMGWALVDLMLVSGVATATTLAWHRVSPPAARLLYPYLAWLAFATMLNYYVWRDNSGRRGGSRLTE. The compound is CCCCN(C)C(=O)Cc1c(-c2ccc(Cl)cc2)nc2c(Cl)cc(Cl)cn12. (3) The compound is NC(=O)C1CCCN1C(=O)C(Cc1cnc[nH]1)NC(=O)C1CCC(=O)N1. The target protein sequence is MMFLWWLLLLGTAISHKVHSQEQPLLEEDTAPADNLDVLEKAKGILIRSFLEGFQEGQQINRDLPDAMEMIYKRQHPGKRFQEEIEKRQHPGKRDLEDLQLSKRQHPGRRYLEDMEKRQHPGKREEGDWSRGYLTDDSGYLDLFSDVSKRQHPGKRVPDPFFIKRQHPGKRGIEEEDDTEFENSKEVGKRQHPGKRYDPCEGPNAYNCNSGNLQLDSVEEGWAA. The pKi is 5.0. (4) The compound is NS(=O)(=O)c1ccc(N2CCN(CC[C@H]3OCCc4ccccc43)CC2)cc1. The target protein (P30546) has sequence MTCPNSSCVFEDKMCQGNKTAPANDAQLTPLVVVLSTISLVTVGLNLLVLYAVRSERKLHTVGNLYIVSLSVADLIVGVVVMPMNILYLLMSRWSLGRPLCLFWLSMDYVASTASIFSVFILCIDRYRSVQQPLKYLRYRTKTRASITILAAWFLSFLWIIPILGWRHFQPKTPEPREDKCETDFYNVTWFKVMTAIINFYLPTLLMLWFYAKIYKAVRQHCQHRELINGSFPSFSDMKMKPENLQVGAKKPGKESPWEVLKRKPKDTGGGPVLKPPSQEPKEVTSPGVFSQEKEEKDGELGKFYCFPLDTVQAQPEAEGSGRGYATINQSQNQLEMGEQGLSMPGAKEALEDQILGDSQSFSRTDSDTPAEPAPAKGKSRSESSTGLEYIKFTWKRLRSHSRQYVSGLHMNRERKAAKQLGFIMAAFIICWIPYFIFFMVIAFCESCCNQHVHMFTIWLGYINSTLNPLIYPLCNENFKKTFKKILHIRS. The pKi is 5.1. (5) The small molecule is CCCC(NC(=O)[C@H](CC(C)C)NC(=O)OCc1ccccc1)C(=O)NCC. The target protein (Q27971) has sequence MAGIAAKLAKDREAAEGLGSHERAVKYLNQDYAALRDECLEAGALFQDPSFPALPSSLGFKELGPYSSKTRGIEWKRPTEICDNPQFITGGATRTDICQGALGDCWLLAAIASLTLNEEILARVVPLDQSFQENYAGIFHFQFWQYGEWVEVVVDDRLPTKDGELLFVHSAEGSEFWSALLEKAYAKINGCYEALSGGATTEGFEDFTGGIAEWYELRKAPPNLFRIIQKALQKGSLLGCSIDITSAADSEAITFQKLVKGHAYSVTGAEEVESRGSLQKLIRIRNPWGEVEWTGQWNDNCPNWNTVDPEVRETLTRQHEDGEFWMSFNDFLRHYSRLEICNLTPDTLTSDSYKKWKLTKMDGNWRRGSTAGGCRNYPNTFWMNPQYLIKLEEEDEDQEDGESGCTFLVGLIQKHRRRQRKMGEDMHTIGFGIYEVPEELTGQTNIHLSKKFFLTTRARERSDTFINLREVLNRFKLPPGEYIVVPSTFEPNKDGDFCIR.... The pKi is 7.3. (6) The small molecule is c1ccc(N2CCN(Cc3ccn(-c4ccccc4)c3)CC2)cc1. The target protein (P52703) has sequence MAPLSQLSGHLNYTCGVENSTGASQARPHAYYALSYCALILAIVFGNGLVCMAVLKERALQTTTNYLVVSLAVADLLVATLVMPWVVYLEVTGGVWNFSRVCCDVFVTLDVMMCTASILNLCAISIDRYTAVVMPVHYQHGTGQSSCRRVTLMITAVWVLAFAVSCPLLFGFNTTGDPTVCSISNPDFVIYSSVVSFYLPFGVTVLVYARIYVVLKQRRRKRILTRQNSQCNSVRPGFPQQTLSPDRAHLELKRYYSICQDTALGGPGFQERGGELKREERTRNSLSPTIAPKLSLEVRKLSNGRLSTSLKLGPLQPRGVPLREKKATQMVAIVLGAFIVCWLPFFLTHVLNTHCQTCHVSPELYSATTWLGYVNSALNPVIYTTFNIEFRKAFLKILSC. The pKi is 7.3. (7) The drug is CC(C)(C)NC(=O)[C@@H]1CN(Cc2cccnc2)CCN1C[C@@H](O)C[C@@H](Cc1ccccc1)C(=O)N[C@H]1c2ccccc2C[C@H]1O. The target protein sequence is PQITLWQRPLVTIKIGGQLKEALLDTGADNTVLEEISLPGRWKPKMIGGIGGFIKVRQYDQILIEICGHKVIGTVLVGPTPVNIIGRNLLTQIGCTLNF. The pKi is 8.1. (8) The small molecule is CC(=O)N[C@@H]1[C@@H](O)C=C(C(=O)O)O[C@H]1[C@H](O)[C@H](O)CO. The target protein sequence is MNKRGLYSKLGISVVGISLLMGVPTLIHANELNYGQLSISPIFQGGSYQLNNKSIDISSLLLDKLSGESQTVVMKFKADKPNSLQALFGLSNSKAGFKNNYFSIFMRDSGEIGVEIRDAQKGINYLFSRPASLWGKHKGQAVENTLVFVSDSKDKTYTMYVNGIEVFSETVDTFLPISNINGIDKATLGAVNREGKEHYLAKGSIDEISLFNKAISDQEVSTIPLSNPFQLIFQSGDSTQANYFRIPTLYTLSSGRVLSSIDARYGGTHDSKSKINIATSYSDDNGKTWSEPIFAMKFNDYEEQLVYWPRDNKLKNSQISGSASFIDSSIVEDKKSGKTILLADVMPAGIGNNNANKADSGFKEINGHYYLKLKKNGDNDFRYTVRENGVVYNETTNKPTNYTINDKYEVLEGGKSLTVEQYSVDFDSGSLRERHNGKQVPMNVFYKDSLFKVTPTNYIAMTTSQNRGESWEQFKLLPPFLGEKHNGTYLCPGQGLALKS.... The pKi is 3.5. (9) The small molecule is CC(C)CN(C[C@@H](O)[C@H](Cc1ccc(OCCc2cccs2)cc1)NC(=O)O[C@H]1CO[C@H]2OCC[C@@H]12)S(=O)(=O)c1ccc2c(c1)OCO2. The target protein sequence is PQVTLWQRPIVTIKIGGQQREALLDTGADDTVLEDINLPGRWKPKIIGGVGGFVKVRQYDQVPIEICGHKVIGTVLVGPTPANIIGRNLMTQIGCTLNF. The pKi is 10.0. (10) The compound is COC(=O)Cc1nc2ccccc2oc1=O. The target protein (P9WNP5) has sequence MVAPAGEQGRSSTALSDNPFDAKAWRLVDGFDDLTDITYHRHVDDATVRVAFNRPEVRNAFRPHTVDELYRVLDHARMSPDVGVVLLTGNGPSPKDGGWAFCSGGDQRIRGRSGYQYASGDTADTVDVARAGRLHILEVQRLIRFMPKVVICLVNGWAAGGGHSLHVVCDLTLASREYARFKQTDADVGSFDGGYGSAYLARQVGQKFAREIFFLGRTYTAEQMHQMGAVNAVAEHAELETVGLQWAAEINAKSPQAQRMLKFAFNLLDDGLVGQQLFAGEATRLAYMTDEAVEGRDAFLQKRPPDWSPFPRYF. The pKi is 5.0.